Dataset: Full USPTO retrosynthesis dataset with 1.9M reactions from patents (1976-2016). Task: Predict the reactants needed to synthesize the given product. (1) Given the product [CH:27]1[C:28]2[C:33](=[CH:32][CH:31]=[CH:30][CH:29]=2)[CH:34]=[CH:35][C:26]=1[S:23]([NH:22][CH:15]([C:16]1[CH:17]=[CH:18][CH:19]=[CH:20][CH:21]=1)[CH2:14][C:13]([NH:12][CH:11]1[CH2:10][S:9](=[O:37])(=[O:38])[N:8]([CH3:39])[C:7]2[CH:40]=[C:3]([CH2:2][N:46]3[CH2:51][CH2:50][CH2:49][CH2:48][CH2:47]3)[CH:4]=[CH:5][C:6]1=2)=[O:36])(=[O:25])=[O:24], predict the reactants needed to synthesize it. The reactants are: O[CH2:2][C:3]1[CH:4]=[CH:5][C:6]2[CH:11]([NH:12][C:13](=[O:36])[CH2:14][CH:15]([NH:22][S:23]([C:26]3[CH:35]=[CH:34][C:33]4[C:28](=[CH:29][CH:30]=[CH:31][CH:32]=4)[CH:27]=3)(=[O:25])=[O:24])[C:16]3[CH:21]=[CH:20][CH:19]=[CH:18][CH:17]=3)[CH2:10][S:9](=[O:38])(=[O:37])[N:8]([CH3:39])[C:7]=2[CH:40]=1.S([O-])(=O)(=O)C.[NH:46]1[CH2:51][CH2:50][CH2:49][CH2:48][CH2:47]1. (2) Given the product [C:31]([C:30]1[C:6]([N:8]2[CH2:9][CH2:10][C:11](=[CH:14][C:15]3[N:19]=[C:18]([C:20]4[CH:21]=[CH:22][CH:23]=[CH:24][CH:25]=4)[O:17][N:16]=3)[CH2:12][CH2:13]2)=[N:34][CH:33]=[CH:28][N:29]=1)#[N:32], predict the reactants needed to synthesize it. The reactants are: C(O[C:6]([N:8]1[CH2:13][CH2:12][C:11](=[CH:14][C:15]2[N:19]=[C:18]([C:20]3[CH:25]=[CH:24][CH:23]=[CH:22][CH:21]=3)[O:17][N:16]=2)[CH2:10][CH2:9]1)=O)(C)(C)C.ClC1[C:28]([C:33]#[N:34])=[N:29][CH:30]=[CH:31][N:32]=1. (3) Given the product [C:1]([N:9]1[CH2:12][C:11]2([CH2:21][C:20](=[O:22])[C:19]3[C:14](=[CH:15][CH:16]=[C:17](/[CH:23]=[CH:24]/[C:25]([NH:42][O:43][CH:44]4[CH2:49][CH2:48][CH2:47][CH2:46][O:45]4)=[O:26])[CH:18]=3)[O:13]2)[CH2:10]1)(=[O:8])[C:2]1[CH:7]=[CH:6][CH:5]=[CH:4][CH:3]=1, predict the reactants needed to synthesize it. The reactants are: [C:1]([N:9]1[CH2:12][C:11]2([CH2:21][C:20](=[O:22])[C:19]3[C:14](=[CH:15][CH:16]=[C:17](/[CH:23]=[CH:24]/[C:25](O)=[O:26])[CH:18]=3)[O:13]2)[CH2:10]1)(=[O:8])[C:2]1[CH:7]=[CH:6][CH:5]=[CH:4][CH:3]=1.C(Cl)CCl.C1C=CC2N(O)N=NC=2C=1.[NH2:42][O:43][CH:44]1[CH2:49][CH2:48][CH2:47][CH2:46][O:45]1. (4) Given the product [CH:1]1([N:4]([CH:8]2[CH2:9][CH2:14][O:22][CH2:21][CH2:20]2)[C:5]([Cl:7])=[O:6])[CH2:2][CH2:3]1, predict the reactants needed to synthesize it. The reactants are: [CH:1]1([N:4]([CH2:8][CH:9]2[CH2:14]CCCO2)[C:5]([Cl:7])=[O:6])[CH2:3][CH2:2]1.C1(NC2CC[O:22][CH2:21][CH2:20]2)CC1. (5) The reactants are: [P:1]([O:8][CH2:9][CH3:10])([O:5]CC)[O:2][CH2:3][CH3:4].Br[CH2:12][C:13]([O:15][CH2:16][CH3:17])=[O:14].BrCC. Given the product [CH2:9]([O:8][P:1]([CH2:12][C:13]([O:15][CH2:16][CH3:17])=[O:14])([O:2][CH2:3][CH3:4])=[O:5])[CH3:10], predict the reactants needed to synthesize it. (6) Given the product [Br:15][C:11]1[C:6]2[C:7](=[N:8][C:3]([S:2][CH3:1])=[N:4][CH:5]=2)[NH:9][N:10]=1, predict the reactants needed to synthesize it. The reactants are: [CH3:1][S:2][C:3]1[N:8]=[C:7]2[NH:9][NH:10][C:11](=O)[C:6]2=[CH:5][N:4]=1.P(Br)(Br)([Br:15])=O.O.[OH-].[NH4+]. (7) Given the product [F:24][C:16]([F:23])([C:17]1[CH:18]=[CH:19][CH:20]=[CH:21][CH:22]=1)[CH2:15][N:13]1[C:12](=[O:25])[NH:11][C:10](=[O:35])[C:9]([OH:8])=[N:14]1, predict the reactants needed to synthesize it. The reactants are: C([O:8][C:9]1[C:10](=[O:35])[N:11](COCC2C=CC=CC=2)[C:12](=[O:25])[N:13]([CH2:15][C:16]([F:24])([F:23])[C:17]2[CH:22]=[CH:21][CH:20]=[CH:19][CH:18]=2)[N:14]=1)C1C=CC=CC=1. (8) Given the product [CH:10]([C:12]1[CH:13]=[C:14]([S:18]([N:21]([CH3:23])[CH3:22])(=[O:20])=[O:19])[CH:15]=[CH:16][CH:17]=1)=[O:25], predict the reactants needed to synthesize it. The reactants are: CC(C[AlH]CC(C)C)C.[C:10]([C:12]1[CH:13]=[C:14]([S:18]([N:21]([CH3:23])[CH3:22])(=[O:20])=[O:19])[CH:15]=[CH:16][CH:17]=1)#N.C[OH:25].Cl. (9) The reactants are: [CH3:1][S:2]([C:5]1[CH:10]=[CH:9][C:8]([C:11]2[CH:16]=[CH:15][CH:14]=[C:13]([CH:17]([C:28]3[CH:33]=[CH:32][CH:31]=[CH:30][C:29]=3[CH3:34])[CH2:18][C:19]([C:21]3[CH:26]=[CH:25][N:24]=[C:23]([CH3:27])[CH:22]=3)=O)[CH:12]=2)=[CH:7][CH:6]=1)(=[O:4])=[O:3].Cl.[NH2:36][OH:37].C([O-])(O)=O.[Na+]. Given the product [CH3:1][S:2]([C:5]1[CH:10]=[CH:9][C:8]([C:11]2[CH:16]=[CH:15][CH:14]=[C:13]([CH:17]([C:28]3[CH:33]=[CH:32][CH:31]=[CH:30][C:29]=3[CH3:34])[CH2:18][C:19]([C:21]3[CH:26]=[CH:25][N:24]=[C:23]([CH3:27])[CH:22]=3)=[N:36][OH:37])[CH:12]=2)=[CH:7][CH:6]=1)(=[O:4])=[O:3], predict the reactants needed to synthesize it.